From a dataset of Forward reaction prediction with 1.9M reactions from USPTO patents (1976-2016). Predict the product of the given reaction. (1) Given the reactants [K+].[Br-].C(O[C:8]([NH:10][C@@H:11]([C:13]([NH:15][C@H:16]1[CH2:20][C:19](=[O:21])[O:18][C@@H:17]1[O:22][CH2:23][C:24]1[CH:29]=[CH:28][CH:27]=[CH:26][CH:25]=1)=[O:14])[CH3:12])=[O:9])(C)(C)C.FC(F)(F)C(O)=O.C(N(C(C)C)CC)(C)C.[C:46]1([CH2:52][CH2:53][C:54]2[NH:55][CH:56]=[C:57](C(O)=O)[N:58]=2)[CH:51]=[CH:50][CH:49]=[CH:48][CH:47]=1.Cl.CN(C)CCCN=C=NCC.OC1C2N=NNC=2C=CC=1, predict the reaction product. The product is: [C:46]1([CH2:52][CH2:53][C:54]2[NH:58][CH:57]=[C:56]([C:8]([NH:10][C@@H:11]([C:13]([NH:15][C@H:16]3[CH2:20][C:19](=[O:21])[O:18][C@@H:17]3[O:22][CH2:23][C:24]3[CH:25]=[CH:26][CH:27]=[CH:28][CH:29]=3)=[O:14])[CH3:12])=[O:9])[N:55]=2)[CH:47]=[CH:48][CH:49]=[CH:50][CH:51]=1. (2) Given the reactants [N+:1]([C:4]1[CH:5]=[N:6][CH:7]=[CH:8][C:9]=1[N:10]1[CH2:15][CH2:14][NH:13][CH2:12][CH2:11]1)([O-:3])=[O:2].[O:16]1[CH2:20][CH2:19][C:18](=O)[CH2:17]1.C(O)(=O)C.[BH-](OC(C)=O)(OC(C)=O)OC(C)=O.[Na+], predict the reaction product. The product is: [N+:1]([C:4]1[CH:5]=[N:6][CH:7]=[CH:8][C:9]=1[N:10]1[CH2:15][CH2:14][N:13]([CH:18]2[CH2:19][CH2:20][O:16][CH2:17]2)[CH2:12][CH2:11]1)([O-:3])=[O:2]. (3) The product is: [CH2:2]([O:9][C:10]1[CH:11]=[CH:12][C:13]([NH:14][C:21]2[CH:20]=[CH:19][C:18]([F:17])=[C:23]([F:24])[CH:22]=2)=[CH:15][CH:16]=1)[C:3]1[CH:4]=[CH:5][CH:6]=[CH:7][CH:8]=1. Given the reactants Cl.[CH2:2]([O:9][C:10]1[CH:16]=[CH:15][C:13]([NH2:14])=[CH:12][CH:11]=1)[C:3]1[CH:8]=[CH:7][CH:6]=[CH:5][CH:4]=1.[F:17][C:18]1[CH:19]=[C:20](Br)[CH:21]=[CH:22][C:23]=1[F:24].C1C=CC(P(C2C(C3C(P(C4C=CC=CC=4)C4C=CC=CC=4)=CC=C4C=3C=CC=C4)=C3C(C=CC=C3)=CC=2)C2C=CC=CC=2)=CC=1.C([O-])([O-])=O.[Cs+].[Cs+], predict the reaction product. (4) Given the reactants Br[C:2]1[CH:7]=[CH:6][C:5]([Br:8])=[CH:4][N:3]=1.[OH:9][CH:10]1[CH2:15][CH2:14][NH:13][CH2:12][CH2:11]1.[OH-].[Na+], predict the reaction product. The product is: [Br:8][C:5]1[CH:6]=[CH:7][C:2]([N:13]2[CH2:14][CH2:15][CH:10]([OH:9])[CH2:11][CH2:12]2)=[N:3][CH:4]=1. (5) Given the reactants [O:1]1[CH2:3][CH:2]1[CH2:4][CH2:5][O:6][C:7]1[CH:14]=[CH:13][C:10]([C:11]#[N:12])=[CH:9][CH:8]=1.[NH3:15], predict the reaction product. The product is: [NH2:15][CH2:3][CH:2]([OH:1])[CH2:4][CH2:5][O:6][C:7]1[CH:14]=[CH:13][C:10]([C:11]#[N:12])=[CH:9][CH:8]=1. (6) Given the reactants C(O)(=O)C.[F:5][C:6]([F:26])([F:25])[O:7][C:8]1[CH:13]=[CH:12][C:11]([N:14]2[CH2:18][CH2:17][C:16]3([CH2:23][CH2:22][NH:21][CH2:20][CH2:19]3)[C:15]2=[O:24])=[CH:10][CH:9]=1.[CH3:27][C:28]1[C:32]([S:33](Cl)(=[O:35])=[O:34])=[C:31]([CH3:37])[O:30][N:29]=1, predict the reaction product. The product is: [CH3:27][C:28]1[C:32]([S:33]([N:21]2[CH2:20][CH2:19][C:16]3([C:15](=[O:24])[N:14]([C:11]4[CH:12]=[CH:13][C:8]([O:7][C:6]([F:5])([F:25])[F:26])=[CH:9][CH:10]=4)[CH2:18][CH2:17]3)[CH2:23][CH2:22]2)(=[O:35])=[O:34])=[C:31]([CH3:37])[O:30][N:29]=1. (7) Given the reactants [Br:1][C:2]1[CH:7]=[C:6]([F:8])[CH:5]=[CH:4][C:3]=1[OH:9].C([O-])([O-])=O.[K+].[K+].Cl[CH2:17][C:18](=[O:20])[CH3:19], predict the reaction product. The product is: [Br:1][C:2]1[CH:7]=[C:6]([F:8])[CH:5]=[CH:4][C:3]=1[O:9][CH2:17][C:18](=[O:20])[CH3:19]. (8) Given the reactants [CH3:1][C:2]([NH:4][C@H:5]1[C@H:10]([O:11][C@@H:12]2[C@@H:17]([OH:18])[C@H:16]([O:19][C@H:20]3[C@H:25]([OH:26])[C@@H:24]([OH:27])[CH:23]([OH:28])[O:22][C@@H:21]3[CH2:29][OH:30])[O:15][C@H:14]([CH2:31][OH:32])[C@@H:13]2[OH:33])[O:9][C@H:8]([CH2:34][OH:35])[C@@H:7]([O:36][C@@H:37]2[O:42][C@H:41]([CH2:43][OH:44])[C@H:40]([OH:45])[C@H:39]([OH:46])[C@H:38]2[OH:47])[C@@H:6]1[OH:48])=[O:3].[OH:49][C:50]([C:52]1([O:63][C@@H:62]([C@@H:64]([C@@H:66]([CH2:68][OH:69])[OH:67])[OH:65])[C@H:57]([NH:58][C:59]([CH3:61])=[O:60])[C@@H:55]([OH:56])[CH2:54]1)O)=[O:51].[Mg+2].[Cl-].[Cl-].[NH4+].[OH-], predict the reaction product. The product is: [OH:51][C:50]([C@@:52]1([O:63][C@@H:62]([C@@H:64]([C@@H:66]([CH2:68][OH:69])[OH:67])[OH:65])[C@H:57]([NH:58][C:59]([CH3:61])=[O:60])[C@@H:55]([OH:56])[CH2:54]1)[O:46][C@H:39]1[C@@H:40]([OH:45])[C@@H:41]([CH2:43][OH:44])[O:42][C@@H:37]([O:36][C@@H:7]2[C@@H:8]([CH2:34][OH:35])[O:9][C@@H:10]([O:11][C@H:12]3[C@@H:13]([OH:33])[C@@H:14]([CH2:31][OH:32])[O:15][C@@H:16]([O:19][C@@H:20]4[C@@H:21]([CH2:29][OH:30])[O:22][CH:23]([OH:28])[C@H:24]([OH:27])[C@H:25]4[OH:26])[C@@H:17]3[OH:18])[C@H:5]([NH:4][C:2]([CH3:1])=[O:3])[C@H:6]2[OH:48])[C@@H:38]1[OH:47])=[O:49]. (9) Given the reactants [Cl:1][C:2]1[CH:3]=[C:4]([C:9]2[CH:13]=[C:12]([C:14]3[CH:19]=[CH:18][C:17]([O:20][CH3:21])=[CH:16][CH:15]=3)[N:11]([CH2:22][C:23]3[CH:31]=[CH:30][C:26]([C:27]([OH:29])=O)=[CH:25][CH:24]=3)[N:10]=2)[CH:5]=[C:6]([Cl:8])[CH:7]=1.O[N:33]1[C:37]2N=CC=CC=2N=N1.C(N(CC)C(C)C)(C)C.Cl.CN(C)CCCN=C=NCC.[C:63]([OH:69])([C:65](F)(F)F)=[O:64].C(Cl)Cl, predict the reaction product. The product is: [Cl:1][C:2]1[CH:3]=[C:4]([C:9]2[CH:13]=[C:12]([C:14]3[CH:15]=[CH:16][C:17]([O:20][CH3:21])=[CH:18][CH:19]=3)[N:11]([CH2:22][C:23]3[CH:24]=[CH:25][C:26]([C:27]([NH:33][CH2:37][CH2:65][C:63]([OH:69])=[O:64])=[O:29])=[CH:30][CH:31]=3)[N:10]=2)[CH:5]=[C:6]([Cl:8])[CH:7]=1.